This data is from NCI-60 drug combinations with 297,098 pairs across 59 cell lines. The task is: Regression. Given two drug SMILES strings and cell line genomic features, predict the synergy score measuring deviation from expected non-interaction effect. Drug 1: C1=C(C(=O)NC(=O)N1)F. Drug 2: CC1=C(C(=O)C2=C(C1=O)N3CC4C(C3(C2COC(=O)N)OC)N4)N. Cell line: MDA-MB-435. Synergy scores: CSS=34.2, Synergy_ZIP=2.81, Synergy_Bliss=1.69, Synergy_Loewe=5.45, Synergy_HSA=5.79.